This data is from NCI-60 drug combinations with 297,098 pairs across 59 cell lines. The task is: Regression. Given two drug SMILES strings and cell line genomic features, predict the synergy score measuring deviation from expected non-interaction effect. (1) Drug 1: CCCS(=O)(=O)NC1=C(C(=C(C=C1)F)C(=O)C2=CNC3=C2C=C(C=N3)C4=CC=C(C=C4)Cl)F. Drug 2: C1C(C(OC1N2C=NC3=C(N=C(N=C32)Cl)N)CO)O. Cell line: HOP-62. Synergy scores: CSS=1.64, Synergy_ZIP=-2.02, Synergy_Bliss=-0.408, Synergy_Loewe=-7.84, Synergy_HSA=-2.75. (2) Drug 1: CC12CCC(CC1=CCC3C2CCC4(C3CC=C4C5=CN=CC=C5)C)O. Drug 2: C(CC(=O)O)C(=O)CN.Cl. Cell line: NCI-H460. Synergy scores: CSS=3.11, Synergy_ZIP=-2.17, Synergy_Bliss=-4.07, Synergy_Loewe=-5.13, Synergy_HSA=-4.88. (3) Synergy scores: CSS=12.2, Synergy_ZIP=-2.69, Synergy_Bliss=4.16, Synergy_Loewe=1.54, Synergy_HSA=6.62. Drug 1: CC1=C(C=C(C=C1)NC(=O)C2=CC=C(C=C2)CN3CCN(CC3)C)NC4=NC=CC(=N4)C5=CN=CC=C5. Cell line: EKVX. Drug 2: CC1=C(C(=O)C2=C(C1=O)N3CC4C(C3(C2COC(=O)N)OC)N4)N. (4) Drug 1: CN(C(=O)NC(C=O)C(C(C(CO)O)O)O)N=O. Drug 2: C1C(C(OC1N2C=NC(=NC2=O)N)CO)O. Cell line: TK-10. Synergy scores: CSS=6.04, Synergy_ZIP=-0.0266, Synergy_Bliss=0.661, Synergy_Loewe=3.22, Synergy_HSA=1.69. (5) Drug 1: CCC1(CC2CC(C3=C(CCN(C2)C1)C4=CC=CC=C4N3)(C5=C(C=C6C(=C5)C78CCN9C7C(C=CC9)(C(C(C8N6C)(C(=O)OC)O)OC(=O)C)CC)OC)C(=O)OC)O.OS(=O)(=O)O. Drug 2: C(CN)CNCCSP(=O)(O)O. Cell line: MDA-MB-231. Synergy scores: CSS=5.44, Synergy_ZIP=-1.25, Synergy_Bliss=-0.214, Synergy_Loewe=4.62, Synergy_HSA=0.623. (6) Drug 1: CC1OCC2C(O1)C(C(C(O2)OC3C4COC(=O)C4C(C5=CC6=C(C=C35)OCO6)C7=CC(=C(C(=C7)OC)O)OC)O)O. Drug 2: CC(C1=C(C=CC(=C1Cl)F)Cl)OC2=C(N=CC(=C2)C3=CN(N=C3)C4CCNCC4)N. Cell line: HCT-15. Synergy scores: CSS=49.9, Synergy_ZIP=0.258, Synergy_Bliss=2.12, Synergy_Loewe=-0.0435, Synergy_HSA=2.81. (7) Drug 1: C1CCC(C1)C(CC#N)N2C=C(C=N2)C3=C4C=CNC4=NC=N3. Drug 2: CC(C)NC(=O)C1=CC=C(C=C1)CNNC.Cl. Cell line: K-562. Synergy scores: CSS=71.8, Synergy_ZIP=27.0, Synergy_Bliss=27.8, Synergy_Loewe=23.7, Synergy_HSA=24.7. (8) Drug 1: COC1=C(C=C2C(=C1)N=CN=C2NC3=CC(=C(C=C3)F)Cl)OCCCN4CCOCC4. Drug 2: CCN(CC)CCNC(=O)C1=C(NC(=C1C)C=C2C3=C(C=CC(=C3)F)NC2=O)C. Cell line: SK-OV-3. Synergy scores: CSS=35.9, Synergy_ZIP=-9.21, Synergy_Bliss=-3.88, Synergy_Loewe=-3.01, Synergy_HSA=-2.00.